This data is from Full USPTO retrosynthesis dataset with 1.9M reactions from patents (1976-2016). The task is: Predict the reactants needed to synthesize the given product. (1) Given the product [CH:1]([C:4]1[CH:5]=[CH:6][C:7]([C:10]2[NH:14][C:13]([C:15]3[CH:16]=[C:17]([CH:22]=[CH:23][CH:24]=3)[C:18]([OH:20])=[O:19])=[N:12][CH:11]=2)=[CH:8][CH:9]=1)([CH3:3])[CH3:2], predict the reactants needed to synthesize it. The reactants are: [CH:1]([C:4]1[CH:9]=[CH:8][C:7]([C:10]2[NH:14][C:13]([C:15]3[CH:16]=[C:17]([CH:22]=[CH:23][CH:24]=3)[C:18]([O:20]C)=[O:19])=[N:12][CH:11]=2)=[CH:6][CH:5]=1)([CH3:3])[CH3:2].O[Li].O.C(O)(=O)C. (2) Given the product [Br:1][C:2]1[C:3]([C:9]2[S:13][C:12]([CH:14]([OH:15])[C:20]3[CH:25]=[CH:24][CH:23]=[CH:22][CH:21]=3)=[N:11][CH:10]=2)=[N:4][C:5]([NH:26][CH2:27][CH2:28][N:29]2[C:33]([CH3:34])([CH3:35])[C:32](=[O:36])[NH:31][C:30]2=[O:37])=[N:6][CH:7]=1, predict the reactants needed to synthesize it. The reactants are: [Br:1][C:2]1[C:3]([C:9]2[S:13][C:12]([CH:14]([C:20]3[CH:25]=[CH:24][CH:23]=[CH:22][CH:21]=3)[O:15][Si](C)(C)C)=[N:11][CH:10]=2)=[N:4][C:5](Cl)=[N:6][CH:7]=1.[NH2:26][CH2:27][CH2:28][N:29]1[C:33]([CH3:35])([CH3:34])[C:32](=[O:36])[NH:31][C:30]1=[O:37].C(N(CC)C(C)C)(C)C.C(Cl)(Cl)Cl.[F-].C([N+](CCCC)(CCCC)CCCC)CCC.